Dataset: Catalyst prediction with 721,799 reactions and 888 catalyst types from USPTO. Task: Predict which catalyst facilitates the given reaction. (1) Reactant: [CH3:1][O:2][C:3]1[CH:24]=[CH:23][C:6]([CH2:7][N:8]2[CH2:14][C:13]3[CH:15]=[C:16]([C:19](OC)=[O:20])[CH:17]=[CH:18][C:12]=3[NH:11][CH2:10][CH2:9]2)=[CH:5][CH:4]=1.[NH2:25][OH:26].[OH-].[Na+]. Product: [OH:26][NH:25][C:19]([C:16]1[CH:17]=[CH:18][C:12]2[NH:11][CH2:10][CH2:9][N:8]([CH2:7][C:6]3[CH:23]=[CH:24][C:3]([O:2][CH3:1])=[CH:4][CH:5]=3)[CH2:14][C:13]=2[CH:15]=1)=[O:20]. The catalyst class is: 92. (2) Reactant: [H-].[Na+].[NH:3]1[CH:7]=[CH:6][CH:5]=[C:4]1[C:8]([O:10][CH3:11])=[O:9].C1C=CC(OP(O[NH2:29])(OC2C=CC=CC=2)=O)=CC=1.S([O-])([O-])(=O)=S.[Na+].[Na+]. Product: [NH2:29][N:3]1[CH:7]=[CH:6][CH:5]=[C:4]1[C:8]([O:10][CH3:11])=[O:9]. The catalyst class is: 369.